Dataset: Reaction yield outcomes from USPTO patents with 853,638 reactions. Task: Predict the reaction yield, written as a fraction of the theoretical maximum amount of product (1.0 means a 100% yield; for example, 0.34 means a 34% yield). (1) The reactants are C1C=C(Cl)C=C(C(OO)=O)C=1.[Cl:12][C:13]1[CH:18]=[CH:17][CH:16]=[C:15]([Cl:19])[C:14]=1[N:20]1[CH:31]=[CH:30][C:23]2[N:24]=[C:25](SC)[N:26]=[CH:27][C:22]=2[C:21]1=[O:32].CCN(C(C)C)C(C)C.[NH2:42][C:43]1[CH:44]=[C:45]([CH:55]=[CH:56][CH:57]=1)[CH2:46][NH:47][C:48](=[O:54])[O:49][C:50]([CH3:53])([CH3:52])[CH3:51]. The catalyst is C(Cl)Cl.C1(C)C=CC=CC=1. The product is [Cl:12][C:13]1[CH:18]=[CH:17][CH:16]=[C:15]([Cl:19])[C:14]=1[N:20]1[CH:31]=[CH:30][C:23]2[N:24]=[C:25]([NH:42][C:43]3[CH:44]=[C:45]([CH:55]=[CH:56][CH:57]=3)[CH2:46][NH:47][C:48](=[O:54])[O:49][C:50]([CH3:53])([CH3:52])[CH3:51])[N:26]=[CH:27][C:22]=2[C:21]1=[O:32]. The yield is 0.400. (2) The reactants are [F:1][C:2]1[CH:7]=[CH:6][C:5]([F:8])=[CH:4][C:3]=1[CH:9]1[CH2:13][CH2:12][CH2:11][N:10]1[C:14]1[CH:19]=[CH:18][N:17]2[N:20]=[CH:21][C:22]([C:23]([NH:25][NH:26][C:27](=O)[C:28]([CH3:31])([CH3:30])[CH3:29])=O)=[C:16]2[N:15]=1.P12(SP3(SP(SP(S3)(S1)=S)(=S)S2)=S)=[S:34].C([O-])([O-])=O.[Na+].[Na+]. The catalyst is COCCOCCOC. The product is [C:28]([C:27]1[S:34][C:23]([C:22]2[CH:21]=[N:20][N:17]3[CH:18]=[CH:19][C:14]([N:10]4[CH2:11][CH2:12][CH2:13][CH:9]4[C:3]4[CH:4]=[C:5]([F:8])[CH:6]=[CH:7][C:2]=4[F:1])=[N:15][C:16]=23)=[N:25][N:26]=1)([CH3:31])([CH3:30])[CH3:29]. The yield is 0.600.